Dataset: Forward reaction prediction with 1.9M reactions from USPTO patents (1976-2016). Task: Predict the product of the given reaction. (1) Given the reactants [Br:1][C:2]1[NH:3][C:4]2[CH:10]=[C:9]([Cl:11])[C:8]([Cl:12])=[CH:7][C:5]=2[N:6]=1.C(N)(=O)C.C(O[CH:21]1[O:38][CH2:37][C@@H:32]([O:33][C:34](=[O:36])[CH3:35])[C@H:27]([O:28][C:29](=[O:31])[CH3:30])[C@H:22]1[O:23][C:24](=[O:26])[CH3:25])(=O)C.S([O-])([O-])(=O)=O.[Na+].[Na+], predict the reaction product. The product is: [Br:1][C:2]1[N:3]([C@@H:37]2[O:38][CH2:21][C@@H:22]([O:23][C:24](=[O:26])[CH3:25])[C@H:27]([O:28][C:29](=[O:31])[CH3:30])[C@H:32]2[O:33][C:34](=[O:36])[CH3:35])[C:4]2[CH:10]=[C:9]([Cl:11])[C:8]([Cl:12])=[CH:7][C:5]=2[N:6]=1. (2) Given the reactants [CH3:1][N:2]1[CH:6]=[C:5]([C:7]2[N:19]3[C:10]([C:11]4[CH:12]=[C:13]([C:38]5[CH:43]=[CH:42][CH:41]=[CH:40][CH:39]=5)[C:14]([C:20]5[CH:25]=[CH:24][C:23]([C:26]6([NH:30]C(=O)OC(C)(C)C)[CH2:29][CH2:28][CH2:27]6)=[CH:22][CH:21]=5)=[N:15][C:16]=4[CH:17]=[CH:18]3)=[N:9][N:8]=2)[N:4]=[CH:3]1.[ClH:44].CCOC(C)=O, predict the reaction product. The product is: [ClH:44].[ClH:44].[CH3:1][N:2]1[CH:6]=[C:5]([C:7]2[N:19]3[C:10]([C:11]4[CH:12]=[C:13]([C:38]5[CH:43]=[CH:42][CH:41]=[CH:40][CH:39]=5)[C:14]([C:20]5[CH:21]=[CH:22][C:23]([C:26]6([NH2:30])[CH2:27][CH2:28][CH2:29]6)=[CH:24][CH:25]=5)=[N:15][C:16]=4[CH:17]=[CH:18]3)=[N:9][N:8]=2)[N:4]=[CH:3]1. (3) Given the reactants [Cl:1][CH2:2][CH2:3][CH2:4][C:5]1[C:9]2[CH:10]=[CH:11][CH:12]=[CH:13][C:8]=2[O:7][N:6]=1.[CH3:14][N:15]1[C:24]2[CH:23]=[CH:22][CH:21]=[C:20]3[C@@H:25]4[CH2:30][NH:29][CH2:28][CH2:27][C@@H:26]4[N:18]([C:19]=23)[CH2:17][CH2:16]1.N, predict the reaction product. The product is: [ClH:1].[O:7]1[C:8]2[CH:13]=[CH:12][CH:11]=[CH:10][C:9]=2[C:5]([CH2:4][CH2:3][CH2:2][N:29]2[CH2:28][CH2:27][C@@H:26]3[N:18]4[C:19]5[C:20]([C@@H:25]3[CH2:30]2)=[CH:21][CH:22]=[CH:23][C:24]=5[N:15]([CH3:14])[CH2:16][CH2:17]4)=[N:6]1. (4) The product is: [NH2:27][C:6]12[C:7](=[O:18])[C:8]3[C:13](=[CH:12][CH:11]=[CH:10][C:9]=3[NH:14][C:15](=[O:17])[CH3:16])[C:2]1([OH:28])[O:3][C:4]1[CH:23]=[C:22]([CH:24]([CH3:25])[CH3:26])[CH:21]=[CH:20][C:5]=12. Given the reactants Cl[C:2]12[C:13]3[C:8](=[C:9]([NH:14][C:15](=[O:17])[CH3:16])[CH:10]=[CH:11][CH:12]=3)[C:7](=[O:18])[C:6]1(O)[C:5]1[CH:20]=[CH:21][C:22]([CH:24]([CH3:26])[CH3:25])=[CH:23][C:4]=1[O:3]2.[NH3:27].[O:28]1CCCC1, predict the reaction product. (5) The product is: [C:17]([NH:16][C:14](=[O:15])[N:13]([CH2:12][C:9]1[CH:8]=[CH:7][C:6]([CH:5]=[CH:4][C:3]([NH:38][OH:39])=[O:2])=[CH:11][CH:10]=1)[CH2:25][CH2:26][C:27]1[C:35]2[C:30](=[CH:31][CH:32]=[CH:33][CH:34]=2)[NH:29][CH:28]=1)(=[O:24])[C:18]1[CH:19]=[CH:20][CH:21]=[CH:22][CH:23]=1. Given the reactants C[O:2][C:3](=O)[CH:4]=[CH:5][C:6]1[CH:11]=[CH:10][C:9]([CH2:12][N:13]([CH2:25][CH2:26][C:27]2[C:35]3[C:30](=[CH:31][CH:32]=[CH:33][CH:34]=3)[NH:29][CH:28]=2)[C:14]([NH:16][C:17](=[O:24])[C:18]2[CH:23]=[CH:22][CH:21]=[CH:20][CH:19]=2)=[O:15])=[CH:8][CH:7]=1.Cl.[NH2:38][OH:39].C[O-].[Na+].C(=O)=O.Cl, predict the reaction product.